Task: Predict the reactants needed to synthesize the given product.. Dataset: Full USPTO retrosynthesis dataset with 1.9M reactions from patents (1976-2016) Given the product [NH2:20][C:11]1[S:12][CH2:13][C@@H:14]2[CH2:15][C@H:16]([CH3:19])[O:17][CH2:18][C@:9]2([C:5]2[CH:4]=[C:3]([CH:8]=[CH:7][CH:6]=2)[C:1]#[N:2])[N:10]=1, predict the reactants needed to synthesize it. The reactants are: [C:1]([C:3]1[CH:4]=[C:5]([C@:9]23[CH2:18][O:17][C@@H:16]([CH3:19])[CH2:15][C@H:14]2[CH2:13][S:12][C:11]([NH:20]C(=O)C2C=CC=CC=2)=[N:10]3)[CH:6]=[CH:7][CH:8]=1)#[N:2].NC1SC[C@@H]2C[C@H](C)OC[C@]2(C2C=C(C=CC=2Cl)C#N)N=1.